Dataset: TCR-epitope binding with 47,182 pairs between 192 epitopes and 23,139 TCRs. Task: Binary Classification. Given a T-cell receptor sequence (or CDR3 region) and an epitope sequence, predict whether binding occurs between them. (1) The epitope is CLGGLLTMV. Result: 1 (the TCR binds to the epitope). The TCR CDR3 sequence is CASSSVVAGNSPLHF. (2) The epitope is TSNQVAVLY. The TCR CDR3 sequence is CASSQGRGDQPQHF. Result: 0 (the TCR does not bind to the epitope). (3) The epitope is FQPTNGVGY. The TCR CDR3 sequence is CASSPTRDRPYNEQFF. Result: 0 (the TCR does not bind to the epitope). (4) The epitope is KEIDRLNEV. The TCR CDR3 sequence is CATSRSRGTGYNEQFF. Result: 0 (the TCR does not bind to the epitope). (5) The epitope is GTSGSPIIDK. The TCR CDR3 sequence is CASSLQSDTQYF. Result: 0 (the TCR does not bind to the epitope).